From a dataset of Forward reaction prediction with 1.9M reactions from USPTO patents (1976-2016). Predict the product of the given reaction. (1) Given the reactants CO[C:3]1[CH:4]=[C:5]([C@H:9]2[CH2:13]CC[C@H]2N)[CH:6]=[CH:7][CH:8]=1.Cl.C1C[O:19]CC1, predict the reaction product. The product is: [CH2:9]1[C:5]2([CH2:4][CH2:3][C:8](=[O:19])[CH2:7][CH2:6]2)[CH2:13]1. (2) Given the reactants [F:1][C:2]1[CH:3]=[C:4]([CH:16]=[CH:17][C:18]=1[F:19])[CH2:5][O:6][CH2:7][C:8]1[O:12][N:11]=[C:10]([C:13]([OH:15])=O)[CH:9]=1.Cl.[O:21]1[CH2:25][CH2:24][CH:23]([CH2:26][NH2:27])[CH2:22]1.C(N(CC)CC)C.ON1C2C=CC=CC=2N=N1.Cl.C(N=C=NCCCN(C)C)C, predict the reaction product. The product is: [O:21]1[CH2:25][CH2:24][CH:23]([CH2:26][NH:27][C:13]([C:10]2[CH:9]=[C:8]([CH2:7][O:6][CH2:5][C:4]3[CH:16]=[CH:17][C:18]([F:19])=[C:2]([F:1])[CH:3]=3)[O:12][N:11]=2)=[O:15])[CH2:22]1.